Dataset: Catalyst prediction with 721,799 reactions and 888 catalyst types from USPTO. Task: Predict which catalyst facilitates the given reaction. (1) Reactant: [CH3:1][N:2]([CH2:4][C:5]1[CH:10]=[CH:9][C:8]([C:11]2[C:20]3[C:15](=[CH:16][CH:17]=[CH:18][C:19]=3[OH:21])[C:14](=[O:22])[NH:13][CH:12]=2)=[CH:7][CH:6]=1)[CH3:3].[BrH:23]. Product: [BrH:23].[CH3:3][N:2]([CH2:4][C:5]1[CH:6]=[CH:7][C:8]([C:11]2[C:20]3[C:15](=[CH:16][CH:17]=[CH:18][C:19]=3[OH:21])[C:14](=[O:22])[NH:13][CH:12]=2)=[CH:9][CH:10]=1)[CH3:1]. The catalyst class is: 5. (2) The catalyst class is: 4. Reactant: [Si]([O:8][C@H:9]([C:40](=[O:42])[NH2:41])[CH2:10][C@H:11]1[CH2:22][CH2:21][C:20]2[S:19][C:18]3[N:17]=[CH:16][N:15]=[C:14]([O:23][CH:24]4[CH2:29][CH2:28][CH:27]([N:30]([CH2:38][CH3:39])C(=O)OC(C)(C)C)[CH2:26][CH2:25]4)[C:13]=3[C:12]1=2)(C(C)(C)C)(C)C.Cl.O.CC#N. Product: [CH2:38]([NH:30][CH:27]1[CH2:28][CH2:29][CH:24]([O:23][C:14]2[C:13]3[C:12]4[C@@H:11]([CH2:10][C@H:9]([OH:8])[C:40]([NH2:41])=[O:42])[CH2:22][CH2:21][C:20]=4[S:19][C:18]=3[N:17]=[CH:16][N:15]=2)[CH2:25][CH2:26]1)[CH3:39]. (3) Reactant: [C:1]1([C:7]([NH2:10])([CH3:9])[CH3:8])[CH:6]=[CH:5][CH:4]=[CH:3][CH:2]=1.C(N(C(C)C)CC)(C)C.[F:20][C:21]1[CH:26]=[CH:25][C:24]([C:27]2[C:44]([C:45](=[O:48])[NH:46][CH3:47])=[C:30]3[CH:31]=[C:32]([C:35]4[CH:36]=[C:37]([CH:41]=[CH:42][CH:43]=4)[C:38]([OH:40])=[O:39])[CH:33]=[CH:34][N:29]3[N:28]=2)=[CH:23][CH:22]=1.CN(C(ON1N=NC2C=CC=NC1=2)=[N+](C)C)C.F[P-](F)(F)(F)(F)F. Product: [C:38]([O-:40])(=[O:39])[CH3:37].[NH4+:10].[F:20][C:21]1[CH:26]=[CH:25][C:24]([C:27]2[C:44]([C:45]([NH:46][CH3:47])=[O:48])=[C:30]3[CH:31]=[C:32]([C:35]4[CH:43]=[CH:42][CH:41]=[C:37]([C:38](=[O:39])[NH:10][C:7]([C:1]5[CH:6]=[CH:5][CH:4]=[CH:3][CH:2]=5)([CH3:9])[CH3:8])[CH:36]=4)[CH:33]=[CH:34][N:29]3[N:28]=2)=[CH:23][CH:22]=1. The catalyst class is: 3. (4) Reactant: [CH3:1][O:2][C:3]([C:5]1[C:6]([OH:30])=[C:7]2[C:12](=[C:13](Br)[N:14]=1)[N:11]([CH2:16][C:17]1[CH:22]=[CH:21][CH:20]=[CH:19][CH:18]=1)[C:10](=[O:23])[C:9]([C:24]1[CH:29]=[CH:28][CH:27]=[CH:26][CH:25]=1)=[CH:8]2)=[O:4].C([Sn](CCCC)(CCCC)[C:36]1[CH:37]=[N:38][CH:39]=[CH:40][CH:41]=1)CCC.CCOC(C)=O.Cl. Product: [CH3:1][O:2][C:3]([C:5]1[C:6]([OH:30])=[C:7]2[C:12](=[C:13]([C:36]3[CH:37]=[N:38][CH:39]=[CH:40][CH:41]=3)[N:14]=1)[N:11]([CH2:16][C:17]1[CH:22]=[CH:21][CH:20]=[CH:19][CH:18]=1)[C:10](=[O:23])[C:9]([C:24]1[CH:29]=[CH:28][CH:27]=[CH:26][CH:25]=1)=[CH:8]2)=[O:4]. The catalyst class is: 510. (5) Reactant: [C:1]([C:5]1[CH:10]=[CH:9][C:8]([N:11]2[C:15](=[O:16])[C:14]([CH3:18])([CH3:17])[N:13]([CH2:19][C:20]3[CH:25]=[CH:24][N:23]4[O:26][C:27](=S)[N:28]=[C:22]4[CH:21]=3)[C:12]2=[O:30])=[CH:7][CH:6]=1)([CH3:4])([CH3:3])[CH3:2].[N:31]1([CH2:36][CH2:37][NH2:38])[CH2:35][CH2:34][CH2:33][CH2:32]1. Product: [C:1]([C:5]1[CH:10]=[CH:9][C:8]([N:11]2[C:15](=[O:16])[C:14]([CH3:18])([CH3:17])[N:13]([CH2:19][C:20]3[CH:25]=[CH:24][N:23]=[C:22]([NH:28][C:27]([NH:38][CH2:37][CH2:36][N:31]4[CH2:35][CH2:34][CH2:33][CH2:32]4)=[O:26])[CH:21]=3)[C:12]2=[O:30])=[CH:7][CH:6]=1)([CH3:4])([CH3:3])[CH3:2]. The catalyst class is: 12. (6) Reactant: [CH3:1][C:2]1[N:3]([CH2:14][C:15]2[CH:24]=[CH:23][C:18]([C:19]([O:21][CH3:22])=[O:20])=[CH:17][CH:16]=2)[C:4]2[CH2:5][CH2:6][C:7](=[CH2:13])[C:8](=[O:12])[C:9]=2[C:10]=1[CH3:11].[NH:25]1[CH2:30][CH2:29][O:28][CH2:27][CH2:26]1. Product: [CH3:1][C:2]1[N:3]([CH2:14][C:15]2[CH:16]=[CH:17][C:18]([C:19]([O:21][CH3:22])=[O:20])=[CH:23][CH:24]=2)[C:4]2[CH2:5][CH2:6][CH:7]([CH2:13][N:25]3[CH2:30][CH2:29][O:28][CH2:27][CH2:26]3)[C:8](=[O:12])[C:9]=2[C:10]=1[CH3:11]. The catalyst class is: 11. (7) Reactant: [Cl-].O[NH3+:3].[C:4](=[O:7])([O-])[OH:5].[Na+].CS(C)=O.[CH3:13][C:14]1([CH3:50])[CH2:18][C:17]2[CH:19]=[C:20]([N:23]3[C:28](=[O:29])[C:27]([CH2:30][C:31]4[CH:36]=[CH:35][C:34]([C:37]5[C:38]([C:43]#[N:44])=[CH:39][CH:40]=[CH:41][CH:42]=5)=[CH:33][CH:32]=4)=[C:26]([CH2:45][CH2:46][CH3:47])[N:25]=[C:24]3[CH2:48][CH3:49])[CH:21]=[CH:22][C:16]=2[O:15]1. Product: [CH3:50][C:14]1([CH3:13])[CH2:18][C:17]2[CH:19]=[C:20]([N:23]3[C:28](=[O:29])[C:27]([CH2:30][C:31]4[CH:36]=[CH:35][C:34]([C:37]5[CH:42]=[CH:41][CH:40]=[CH:39][C:38]=5[C:43]5[NH:3][C:4](=[O:7])[O:5][N:44]=5)=[CH:33][CH:32]=4)=[C:26]([CH2:45][CH2:46][CH3:47])[N:25]=[C:24]3[CH2:48][CH3:49])[CH:21]=[CH:22][C:16]=2[O:15]1. The catalyst class is: 13. (8) Reactant: C([O:3][C:4]([C:6]1[CH:7]=[C:8]2[C:13](=[CH:14][CH:15]=1)[NH:12][CH:11]([C:16]1[CH:21]=[CH:20][CH:19]=[CH:18][C:17]=1[Br:22])[C:10]([CH3:24])([CH3:23])[CH2:9]2)=[O:5])C.[OH-].[Na+].Cl. Product: [Br:22][C:17]1[CH:18]=[CH:19][CH:20]=[CH:21][C:16]=1[CH:11]1[C:10]([CH3:23])([CH3:24])[CH2:9][C:8]2[C:13](=[CH:14][CH:15]=[C:6]([C:4]([OH:5])=[O:3])[CH:7]=2)[NH:12]1. The catalyst class is: 364. (9) Reactant: [Cl-].[Ca+2].[Cl-].[CH2:4]([N:18]1[CH2:23][CH2:22][NH:21][CH2:20][CH2:19]1)[CH2:5][CH2:6][CH2:7][CH2:8][CH2:9][CH2:10][CH2:11][CH2:12][CH2:13][CH2:14][CH2:15][CH2:16][CH3:17].Br[CH2:25][C:26]1[CH:31]=[CH:30][C:29]([CH2:32][C:33]#[N:34])=[CH:28][CH:27]=1.C(=O)([O-])[O-].[K+].[K+].[I-].[K+]. Product: [C:33]([CH2:32][C:29]1[CH:30]=[CH:31][C:26]([CH2:25][N:21]2[CH2:20][CH2:19][N:18]([CH2:4][CH2:5][CH2:6][CH2:7][CH2:8][CH2:9][CH2:10][CH2:11][CH2:12][CH2:13][CH2:14][CH2:15][CH2:16][CH3:17])[CH2:23][CH2:22]2)=[CH:27][CH:28]=1)#[N:34]. The catalyst class is: 10. (10) Reactant: [CH3:1][C:2]1[NH:3][CH:4]=[C:5]([C:7]([OH:9])=O)[N:6]=1.CCN=C=NCCCN(C)C.CCN(C(C)C)C(C)C.CN(C(ON1N=NC2C=CC=CC1=2)=[N+](C)C)C.F[P-](F)(F)(F)(F)F.[NH2:54][C@@H:55]([CH3:73])[CH2:56][N:57]1[CH:61]=[CH:60][C:59]([C:62]2[CH:69]=[C:68]([F:70])[C:65]([C:66]#[N:67])=[C:64]([Cl:71])[C:63]=2[F:72])=[N:58]1. Product: [Cl:71][C:64]1[C:63]([F:72])=[C:62]([C:59]2[CH:60]=[CH:61][N:57]([CH2:56][C@@H:55]([NH:54][C:7]([C:5]3[NH:6][C:2]([CH3:1])=[N:3][CH:4]=3)=[O:9])[CH3:73])[N:58]=2)[CH:69]=[C:68]([F:70])[C:65]=1[C:66]#[N:67]. The catalyst class is: 303.